From a dataset of Full USPTO retrosynthesis dataset with 1.9M reactions from patents (1976-2016). Predict the reactants needed to synthesize the given product. (1) Given the product [Cl:23][C:24]1[CH:25]=[CH:26][C:27]2[NH:33][C:4](=[O:6])[CH:3]([CH2:7][CH2:8][C:9]3[CH:14]=[CH:13][CH:12]=[CH:11][C:10]=3[Cl:15])[NH:2][C:29](=[O:30])[C:28]=2[CH:35]=1, predict the reactants needed to synthesize it. The reactants are: Cl.[NH2:2][CH:3]([CH2:7][CH2:8][C:9]1[CH:14]=[CH:13][CH:12]=[CH:11][C:10]=1[Cl:15])[C:4]([OH:6])=O.C(N(CC)CC)C.[Cl:23][C:24]1[CH:35]=[C:28]2[C:29](OC(=O)[NH:33][C:27]2=[CH:26][CH:25]=1)=[O:30]. (2) Given the product [C:15]1([CH:14]([C:21]2[CH:26]=[CH:25][CH:24]=[CH:23][CH:22]=2)[CH2:13][NH:12][C:10]2[C:9]3[C:4](=[CH:5][CH:6]=[CH:7][CH:8]=3)[N:3]=[C:2]([N:27]3[CH:31]=[CH:30][CH:29]=[N:28]3)[N:11]=2)[CH:20]=[CH:19][CH:18]=[CH:17][CH:16]=1, predict the reactants needed to synthesize it. The reactants are: Cl[C:2]1[N:11]=[C:10]([NH:12][CH2:13][CH:14]([C:21]2[CH:26]=[CH:25][CH:24]=[CH:23][CH:22]=2)[C:15]2[CH:20]=[CH:19][CH:18]=[CH:17][CH:16]=2)[C:9]2[C:4](=[CH:5][CH:6]=[CH:7][CH:8]=2)[N:3]=1.[NH:27]1[CH:31]=[CH:30][CH:29]=[N:28]1.C1(C(C2C=CC=CC=2)CNC2C3C(=CC=CC=3)N=C(N3C=CN=C3)N=2)C=CC=CC=1.